This data is from Catalyst prediction with 721,799 reactions and 888 catalyst types from USPTO. The task is: Predict which catalyst facilitates the given reaction. (1) Reactant: [CH3:1][C:2]([O:5][C:6]([NH:8][C@H:9]([C:21]([O:23][CH2:24][C:25]1[CH:30]=[CH:29][CH:28]=[CH:27][CH:26]=1)=[O:22])[CH2:10][C:11]([O:13]N1C(=O)CCC1=O)=O)=[O:7])([CH3:4])[CH3:3].[NH2:31][CH2:32][C@@H:33]([C@H:35]([C@@H:37]([C@@H:39]([CH2:41][OH:42])[OH:40])[OH:38])[OH:36])[OH:34].C(N(CC)CC)C. Product: [C:2]([O:5][C:6]([NH:8][CH:9]([CH2:10][C:11](=[O:13])[NH:31][CH2:32][CH:33]([OH:34])[CH:35]([OH:36])[CH:37]([OH:38])[CH:39]([OH:40])[CH2:41][OH:42])[C:21]([O:23][CH2:24][C:25]1[CH:26]=[CH:27][CH:28]=[CH:29][CH:30]=1)=[O:22])=[O:7])([CH3:1])([CH3:3])[CH3:4]. The catalyst class is: 30. (2) Reactant: [CH3:1][O:2][P:3]([NH:7][C:8]1[CH:17]=[CH:16][C:11]([C:12]([O:14]C)=[O:13])=[CH:10][CH:9]=1)([O:5][CH3:6])=[O:4].[Li+].[OH-].Cl. Product: [CH3:1][O:2][P:3]([NH:7][C:8]1[CH:17]=[CH:16][C:11]([C:12]([OH:14])=[O:13])=[CH:10][CH:9]=1)([O:5][CH3:6])=[O:4]. The catalyst class is: 12.